From a dataset of Catalyst prediction with 721,799 reactions and 888 catalyst types from USPTO. Predict which catalyst facilitates the given reaction. (1) Reactant: [CH3:1][O:2][CH2:3][CH2:4][CH2:5][N:6]1[C:11]2[CH:12]=[C:13]([CH2:16][O:17][C@H:18]3[CH2:23][N:22]([S:24]([C:27]4[CH:32]=[CH:31][C:30]([CH3:33])=[CH:29][CH:28]=4)(=[O:26])=[O:25])[C@H:21]([CH2:34][C:35]([CH3:40])([CH3:39])[C:36](O)=[O:37])[CH2:20][CH2:19]3)[CH:14]=[CH:15][C:10]=2[O:9][CH2:8][CH2:7]1.ClC(N(C)C)=C(C)C.[O:49]1[CH2:54][CH2:53][CH:52]([NH2:55])[CH2:51][CH2:50]1. Product: [CH3:1][O:2][CH2:3][CH2:4][CH2:5][N:6]1[C:11]2[CH:12]=[C:13]([CH2:16][O:17][C@H:18]3[CH2:23][N:22]([S:24]([C:27]4[CH:32]=[CH:31][C:30]([CH3:33])=[CH:29][CH:28]=4)(=[O:25])=[O:26])[C@H:21]([CH2:34][C:35]([CH3:40])([CH3:39])[C:36]([NH:55][CH:52]4[CH2:53][CH2:54][O:49][CH2:50][CH2:51]4)=[O:37])[CH2:20][CH2:19]3)[CH:14]=[CH:15][C:10]=2[O:9][CH2:8][CH2:7]1. The catalyst class is: 46. (2) Reactant: CON(C)[C:4]([C:6]1[CH:11]=[CH:10][N:9]=[C:8]([C:12]([F:15])([F:14])[F:13])[N:7]=1)=[O:5].[CH3:17][Mg]I. Product: [F:15][C:12]([F:13])([F:14])[C:8]1[N:7]=[C:6]([C:4](=[O:5])[CH3:17])[CH:11]=[CH:10][N:9]=1. The catalyst class is: 215. (3) Reactant: [O:1]=[C:2]1[C:7]2[CH:8]=[CH:9][C:10]([C:12]([OH:14])=O)=[CH:11][C:6]=2[S:5][C:4]([C:15]2[CH:20]=[CH:19][CH:18]=[CH:17][N:16]=2)=[N:3]1.[NH:21]1[CH2:25][CH2:24][CH2:23][CH2:22]1. Product: [N:16]1[CH:17]=[CH:18][CH:19]=[CH:20][C:15]=1[C:4]1[S:5][C:6]2[CH:11]=[C:10]([C:12]([N:21]3[CH2:25][CH2:24][CH2:23][CH2:22]3)=[O:14])[CH:9]=[CH:8][C:7]=2[C:2](=[O:1])[N:3]=1. The catalyst class is: 7. (4) Reactant: C[O:2][C:3](=O)[C:4]1[CH:13]=[CH:12][CH:11]=[C:6]([C:7](OC)=[O:8])[C:5]=1[Br:14].[Li+].[BH4-]. Product: [OH:8][CH2:7][C:6]1[CH:11]=[CH:12][CH:13]=[C:4]([CH2:3][OH:2])[C:5]=1[Br:14]. The catalyst class is: 385. (5) Reactant: [NH2:1][C:2]1[C:18]([O:19][CH3:20])=[CH:17][C:5]2[CH2:6][CH2:7][N:8]([CH2:11][C:12]([N:14]([CH3:16])[CH3:15])=[O:13])[CH2:9][CH2:10][C:4]=2[CH:3]=1.Cl[C:22]1[N:27]=[C:26]([NH:28][C:29]2[CH:34]=[CH:33][CH:32]=[CH:31][C:30]=2[S:35]([N:38]([CH2:40][CH2:41][O:42][CH3:43])[CH3:39])(=[O:37])=[O:36])[C:25]([Cl:44])=[CH:24][N:23]=1. Product: [Cl:44][C:25]1[C:26]([NH:28][C:29]2[CH:34]=[CH:33][CH:32]=[CH:31][C:30]=2[S:35](=[O:36])(=[O:37])[N:38]([CH2:40][CH2:41][O:42][CH3:43])[CH3:39])=[N:27][C:22]([NH:1][C:2]2[C:18]([O:19][CH3:20])=[CH:17][C:5]3[CH2:6][CH2:7][N:8]([CH2:11][C:12]([N:14]([CH3:16])[CH3:15])=[O:13])[CH2:9][CH2:10][C:4]=3[CH:3]=2)=[N:23][CH:24]=1. The catalyst class is: 80.